Dataset: Forward reaction prediction with 1.9M reactions from USPTO patents (1976-2016). Task: Predict the product of the given reaction. (1) Given the reactants [C:1]([O:5][C:6]([N:8]1[C@@H:12]([CH2:13][NH:14][CH2:15][CH3:16])[CH2:11][O:10][C:9]1([CH3:18])[CH3:17])=[O:7])([CH3:4])([CH3:3])[CH3:2].Cl[C:20]1[CH:25]=[CH:24][N:23]=[C:22]([C:26]([F:29])([F:28])[F:27])[N:21]=1.C(N(CC)C(C)C)(C)C.C(OCC)(=O)C, predict the reaction product. The product is: [C:1]([O:5][C:6]([N:8]1[C@@H:12]([CH2:13][N:14]([CH2:15][CH3:16])[C:20]2[CH:25]=[CH:24][N:23]=[C:22]([C:26]([F:29])([F:28])[F:27])[N:21]=2)[CH2:11][O:10][C:9]1([CH3:17])[CH3:18])=[O:7])([CH3:4])([CH3:3])[CH3:2]. (2) Given the reactants Br[CH2:2][C:3]1[C:8](I)=[CH:7][N:6]=[C:5]([Cl:10])[CH:4]=1.[C:11]([N:14]1[C:21]2[CH:22]=[CH:23][CH:24]=[CH:25][C:20]=2[CH:19]=[CH:18]C2N=C(Cl)C(F)=CC=2C1)(=[O:13])[CH3:12], predict the reaction product. The product is: [C:11]([N:14]1[C:21]2[CH:22]=[CH:23][CH:24]=[CH:25][C:20]=2[CH:19]=[CH:18][C:8]2[CH:7]=[N:6][C:5]([Cl:10])=[CH:4][C:3]=2[CH2:2]1)(=[O:13])[CH3:12]. (3) Given the reactants [O:1]1C(=O)C[CH2:3][C:2]1=O.[OH:8][C:9]1[CH:14]=[CH:13][C:12]([N:15]2[C:22](=[S:23])[N:21]([C:24]3[CH:25]=[C:26]([CH3:32])[C:27]([C:30]#[N:31])=[N:28][CH:29]=3)[C:20](=[O:33])[C:16]32[CH2:19][CH2:18][CH2:17]3)=[CH:11][CH:10]=1.C(=O)([O-])[O-].[K+].[K+], predict the reaction product. The product is: [OH:1][CH2:2][CH2:3][O:8][C:9]1[CH:10]=[CH:11][C:12]([N:15]2[C:22](=[S:23])[N:21]([C:24]3[CH:25]=[C:26]([CH3:32])[C:27]([C:30]#[N:31])=[N:28][CH:29]=3)[C:20](=[O:33])[C:16]32[CH2:19][CH2:18][CH2:17]3)=[CH:13][CH:14]=1. (4) Given the reactants [CH3:1][CH:2]([CH3:16])[CH2:3][NH:4][C:5]1[C:14]2[C:9](=[CH:10][CH:11]=[CH:12][CH:13]=2)[N:8]=[CH:7][C:6]=1[NH2:15].ClCCl.C(N(CC)CC)C.[Cl:27][CH2:28][C:29](Cl)=O, predict the reaction product. The product is: [Cl:27][CH2:28][C:29]1[N:4]([CH2:3][CH:2]([CH3:16])[CH3:1])[C:5]2[C:14]3[CH:13]=[CH:12][CH:11]=[CH:10][C:9]=3[N:8]=[CH:7][C:6]=2[N:15]=1.